From a dataset of Forward reaction prediction with 1.9M reactions from USPTO patents (1976-2016). Predict the product of the given reaction. (1) Given the reactants [NH2:1][C:2]1[CH:11]=[CH:10][C:9]2[C:4](=[C:5]([O:12][CH2:13][CH2:14][O:15][C:16]3[C:17]([N:22]4[CH2:27][CH2:26][N:25]([C:28]([O:30][C:31]([CH3:34])([CH3:33])[CH3:32])=[O:29])[CH2:24][CH2:23]4)=[N:18][CH:19]=[CH:20][N:21]=3)[CH:6]=[CH:7][CH:8]=2)[N:3]=1.[CH3:35][C:36](OC(C)=O)=[O:37], predict the reaction product. The product is: [C:36]([NH:1][C:2]1[CH:11]=[CH:10][C:9]2[C:4](=[C:5]([O:12][CH2:13][CH2:14][O:15][C:16]3[C:17]([N:22]4[CH2:23][CH2:24][N:25]([C:28]([O:30][C:31]([CH3:34])([CH3:33])[CH3:32])=[O:29])[CH2:26][CH2:27]4)=[N:18][CH:19]=[CH:20][N:21]=3)[CH:6]=[CH:7][CH:8]=2)[N:3]=1)(=[O:37])[CH3:35]. (2) Given the reactants Br[C:2]1[CH:3]=[C:4]2[C:10]([C@@H:11]([C:13]3[C:18]([Cl:19])=[CH:17][CH:16]=[C:15]([F:20])[C:14]=3[Cl:21])[CH3:12])=[CH:9][NH:8][C:5]2=[N:6][CH:7]=1.[CH3:22][O:23][C:24](=[O:42])[C:25]([CH3:41])([N:27]1[CH:31]=[C:30](B2OC(C)(C)C(C)(C)O2)[CH:29]=[N:28]1)[CH3:26], predict the reaction product. The product is: [CH3:22][O:23][C:24](=[O:42])[C:25]([N:27]1[CH:31]=[C:30]([C:2]2[CH:3]=[C:4]3[C:10]([C@@H:11]([C:13]4[C:18]([Cl:19])=[CH:17][CH:16]=[C:15]([F:20])[C:14]=4[Cl:21])[CH3:12])=[CH:9][NH:8][C:5]3=[N:6][CH:7]=2)[CH:29]=[N:28]1)([CH3:41])[CH3:26]. (3) The product is: [C:13]([NH:1][C@H:2]([C:10]([OH:12])=[O:11])[CH2:3][C:4]1[CH:9]=[CH:8][CH:7]=[CH:6][CH:5]=1)(=[O:15])[CH3:14]. Given the reactants [NH2:1][C@H:2]([C:10]([OH:12])=[O:11])[CH2:3][C:4]1[CH:9]=[CH:8][CH:7]=[CH:6][CH:5]=1.[C:13](O)(=[O:15])[CH3:14], predict the reaction product. (4) Given the reactants P(Br)(Br)[Br:2].CN(C=O)C.[CH2:10]([O:12][C:13]([C:15]1[CH:20]=[C:19]([C:21]2[O:22][CH:23]=[CH:24][CH:25]=2)[CH:18]=[C:17]([CH2:26]O)[N:16]=1)=[O:14])[CH3:11].C([O-])(O)=O.[Na+], predict the reaction product. The product is: [CH2:10]([O:12][C:13]([C:15]1[CH:20]=[C:19]([C:21]2[O:22][CH:23]=[CH:24][CH:25]=2)[CH:18]=[C:17]([CH2:26][Br:2])[N:16]=1)=[O:14])[CH3:11]. (5) Given the reactants [CH2:1]([O:8][CH2:9][CH2:10][C@@H:11]1[C:15]2[NH:16][CH:17]=[CH:18][C:14]=2[C:13](=[O:19])[NH:12]1)[C:2]1[CH:7]=[CH:6][CH:5]=[CH:4][CH:3]=1.[B:20]1([B:20]2[O:24][C:23]([CH3:26])([CH3:25])[C:22]([CH3:28])([CH3:27])[O:21]2)[O:24][C:23]([CH3:26])([CH3:25])[C:22]([CH3:28])([CH3:27])[O:21]1.C(OC)(C)(C)C, predict the reaction product. The product is: [CH2:1]([O:8][CH2:9][CH2:10][C@@H:11]1[C:15]2[NH:16][C:17]([B:20]3[O:24][C:23]([CH3:26])([CH3:25])[C:22]([CH3:28])([CH3:27])[O:21]3)=[CH:18][C:14]=2[C:13](=[O:19])[NH:12]1)[C:2]1[CH:3]=[CH:4][CH:5]=[CH:6][CH:7]=1. (6) Given the reactants [Br:1][C:2]1[C:3]([C@@H:19]([NH:29][C:30](=[O:47])[CH2:31][N:32]2[C:36]3[C:37]([F:42])([F:41])[C@@H:38]4[CH2:40][C@@H:39]4[C:35]=3[C:34]([C:43]([F:46])([F:45])[F:44])=[N:33]2)[CH2:20][C:21]2[CH:26]=[C:25]([F:27])[CH:24]=[C:23]([F:28])[CH:22]=2)=[N:4][CH:5]=[C:6]([N:8]2C(=O)C3C(=CC=CC=3)C2=O)[CH:7]=1, predict the reaction product. The product is: [NH2:8][C:6]1[CH:7]=[C:2]([Br:1])[C:3]([C@@H:19]([NH:29][C:30](=[O:47])[CH2:31][N:32]2[C:36]3[C:37]([F:42])([F:41])[C@@H:38]4[CH2:40][C@@H:39]4[C:35]=3[C:34]([C:43]([F:44])([F:45])[F:46])=[N:33]2)[CH2:20][C:21]2[CH:22]=[C:23]([F:28])[CH:24]=[C:25]([F:27])[CH:26]=2)=[N:4][CH:5]=1.